Predict the reactants needed to synthesize the given product. From a dataset of Full USPTO retrosynthesis dataset with 1.9M reactions from patents (1976-2016). (1) Given the product [Br:1][C:2]1[CH:7]=[CH:6][C:5]([C:23](=[O:28])[CH2:24][CH2:25][CH2:26][CH2:27][NH:22][C:15](=[O:16])[O:17][C:18]([CH3:19])([CH3:20])[CH3:21])=[CH:4][C:3]=1[F:9], predict the reactants needed to synthesize it. The reactants are: [Br:1][C:2]1[CH:7]=[CH:6][C:5](I)=[CH:4][C:3]=1[F:9].C([Mg]Cl)(C)C.[C:15]([N:22]1[CH2:27][CH2:26][CH2:25][CH2:24][C:23]1=[O:28])([O:17][C:18]([CH3:21])([CH3:20])[CH3:19])=[O:16]. (2) The reactants are: C(OC(=O)NC[C@H]1CC[C@H](C2N3C(C(N)=NC=N3)=C([C:28]3[CH:33]=[CH:32][C:31]([O:34][C:35]4[CH:40]=[CH:39][CH:38]=[CH:37][CH:36]=4)=[CH:30][CH:29]=3)N=2)CC1)C1C=CC=CC=1.[CH3:42][O:43][C:44]([C@H:46]1[CH2:51][CH2:50][C@H:49]([C:52]2[N:60]3[C:55]([C:56]([NH2:61])=[N:57][CH:58]=[N:59]3)=[C:54](I)[N:53]=2)[CH2:48][CH2:47]1)=[O:45]. Given the product [CH3:42][O:43][C:44]([C@H:46]1[CH2:47][CH2:48][C@H:49]([C:52]2[N:60]3[C:55]([C:56]([NH2:61])=[N:57][CH:58]=[N:59]3)=[C:54]([C:28]3[CH:33]=[CH:32][C:31]([O:34][C:35]4[CH:36]=[CH:37][CH:38]=[CH:39][CH:40]=4)=[CH:30][CH:29]=3)[N:53]=2)[CH2:50][CH2:51]1)=[O:45], predict the reactants needed to synthesize it. (3) Given the product [C:1]([Si:5]([CH3:20])([CH3:21])[O:6][C@H:7]([C:14]1[CH:15]=[CH:16][CH:17]=[CH:18][CH:19]=1)[CH2:8][N:28]1[C:29](=[O:49])[C:30]([N:33]2[CH2:34][CH2:35][N:36]([CH2:39][C:40]3[O:41][C:42]([C:45]([F:46])([F:47])[F:48])=[CH:43][CH:44]=3)[CH2:37][CH2:38]2)=[C:31]([CH3:32])[N:26]([CH2:25][C:24]2[C:51]([C:55]([F:57])([F:58])[F:56])=[CH:52][CH:53]=[CH:54][C:23]=2[F:22])[C:27]1=[O:50])([CH3:2])([CH3:3])[CH3:4], predict the reactants needed to synthesize it. The reactants are: [C:1]([Si:5]([CH3:21])([CH3:20])[O:6][C@H:7]([C:14]1[CH:19]=[CH:18][CH:17]=[CH:16][CH:15]=1)[CH2:8]OS(C)(=O)=O)([CH3:4])([CH3:3])[CH3:2].[F:22][C:23]1[CH:54]=[CH:53][CH:52]=[C:51]([C:55]([F:58])([F:57])[F:56])[C:24]=1[CH2:25][N:26]1[C:31]([CH3:32])=[C:30]([N:33]2[CH2:38][CH2:37][N:36]([CH2:39][C:40]3[O:41][C:42]([C:45]([F:48])([F:47])[F:46])=[CH:43][CH:44]=3)[CH2:35][CH2:34]2)[C:29](=[O:49])[NH:28][C:27]1=[O:50].C(=O)([O-])[O-].[K+].[K+]. (4) Given the product [OH:8][N:9]1[C:15](=[O:16])[N:14]2[CH2:17][C@H:10]1[CH2:11][CH2:12][C@H:13]2[C:18]([NH:20][O:21][CH2:22][C@@H:23]1[CH2:27][CH2:26][CH2:25][N:24]1[C:28]([O:30][C:31]([CH3:34])([CH3:33])[CH3:32])=[O:29])=[O:19], predict the reactants needed to synthesize it. The reactants are: C([O:8][N:9]1[C:15](=[O:16])[N:14]2[CH2:17][C@H:10]1[CH2:11][CH2:12][C@H:13]2[C:18]([NH:20][O:21][CH2:22][C@@H:23]1[CH2:27][CH2:26][CH2:25][N:24]1[C:28]([O:30][C:31]([CH3:34])([CH3:33])[CH3:32])=[O:29])=[O:19])C1C=CC=CC=1. (5) Given the product [CH2:24]([O:23][CH2:19][C@H:20]([OH:22])[CH2:21][O:17][C:14]1[CH:15]=[CH:16][C:11]([CH2:10][CH2:9][O:8][Si:1]([C:4]([CH3:6])([CH3:7])[CH3:5])([CH3:3])[CH3:2])=[CH:12][C:13]=1[I:18])[C:25]1[CH:30]=[CH:29][CH:28]=[CH:27][CH:26]=1, predict the reactants needed to synthesize it. The reactants are: [Si:1]([O:8][CH2:9][CH2:10][C:11]1[CH:16]=[CH:15][C:14]([OH:17])=[C:13]([I:18])[CH:12]=1)([C:4]([CH3:7])([CH3:6])[CH3:5])([CH3:3])[CH3:2].[CH2:19]([O:23][CH2:24][C:25]1[CH:30]=[CH:29][CH:28]=[CH:27][CH:26]=1)[C@@H:20]1[O:22][CH2:21]1.C(=O)([O-])[O-].[K+].[K+]. (6) Given the product [C:37]([C:36]1[CH:35]=[CH:34][C:33]([C:31]([N:28]2[CH2:27][CH2:26][CH:25]([NH:24][S:19]([C:5]3[CH:6]=[C:7]([S:10]([C:13]4[CH:18]=[CH:17][CH:16]=[CH:15][CH:14]=4)(=[O:12])=[O:11])[CH:8]=[CH:9][C:4]=3[CH:1]([CH3:3])[CH3:2])(=[O:21])=[O:20])[CH2:30][CH2:29]2)=[O:32])=[CH:40][CH:39]=1)#[N:38], predict the reactants needed to synthesize it. The reactants are: [CH:1]([C:4]1[CH:9]=[CH:8][C:7]([S:10]([C:13]2[CH:18]=[CH:17][CH:16]=[CH:15][CH:14]=2)(=[O:12])=[O:11])=[CH:6][C:5]=1[S:19](Cl)(=[O:21])=[O:20])([CH3:3])[CH3:2].Cl.[NH2:24][CH:25]1[CH2:30][CH2:29][N:28]([C:31]([C:33]2[CH:40]=[CH:39][C:36]([C:37]#[N:38])=[CH:35][CH:34]=2)=[O:32])[CH2:27][CH2:26]1.C(N(C(C)C)CC)(C)C. (7) Given the product [CH2:1]([Si:3]([CH3:19])([CH3:20])[C:4]1[CH:8]=[C:7]([NH:40][C:43]([NH:45][C:46]2[C:55]3[C:50](=[CH:51][CH:52]=[CH:53][CH:54]=3)[C:49]([O:56][C:57]3[CH:62]=[CH:61][N:60]=[C:59]([NH:63][C:64]4[CH:65]=[CH:66][CH:67]=[CH:68][CH:69]=4)[N:58]=3)=[CH:48][CH:47]=2)=[O:28])[N:6]([C:12]2[CH:13]=[CH:14][C:15]([CH3:18])=[CH:16][CH:17]=2)[N:5]=1)[CH3:2], predict the reactants needed to synthesize it. The reactants are: [CH2:1]([Si:3]([CH3:20])([CH3:19])[C:4]1[CH:8]=[C:7](C(O)=O)[N:6]([C:12]2[CH:17]=[CH:16][C:15]([CH3:18])=[CH:14][CH:13]=2)[N:5]=1)[CH3:2].C1C=CC(P(N=[N+]=[N-])(C2C=CC=CC=2)=[O:28])=CC=1.C([N:40]([CH2:43]C)CC)C.[NH2:45][C:46]1[C:55]2[C:50](=[CH:51][CH:52]=[CH:53][CH:54]=2)[C:49]([O:56][C:57]2[CH:62]=[CH:61][N:60]=[C:59]([NH:63][C:64]3[CH:69]=[CH:68][CH:67]=[CH:66][CH:65]=3)[N:58]=2)=[CH:48][CH:47]=1. (8) Given the product [C:1]([C:5]1[CH:27]=[C:8]2[N:9]=[C:10]([CH3:26])[C:11]([CH:14]([CH:19]([CH3:38])[CH2:20][CH3:21])[C:15]([O:17][CH3:18])=[O:16])=[C:12]([C:29]3[CH:30]=[CH:31][C:32]([CH3:35])=[CH:33][CH:34]=3)[N:7]2[N:6]=1)([CH3:4])([CH3:2])[CH3:3], predict the reactants needed to synthesize it. The reactants are: [C:1]([C:5]1[CH:27]=[C:8]2[N:9]=[C:10]([CH3:26])[C:11]([CH:14]([CH2:19][CH2:20][CH2:21]C(F)(F)F)[C:15]([O:17][CH3:18])=[O:16])=[C:12](Cl)[N:7]2[N:6]=1)([CH3:4])([CH3:3])[CH3:2].B(O)(O)[C:29]1[CH:30]=[CH:31][C:32]([CH3:35])=[CH:33][CH:34]=1.[CH:38](N(C(C)C)CC)(C)C. (9) Given the product [CH3:15][CH:5]1[CH2:4][C:3]2[C:7](=[CH:8][C:9]3[CH2:10][CH2:11][CH2:12][C:13]=3[C:2]=2[C:18]2[CH:19]=[C:20]([CH3:23])[CH:21]=[CH:22][C:17]=2[CH3:16])[C:6]1=[O:14], predict the reactants needed to synthesize it. The reactants are: Br[C:2]1[C:13]2[CH2:12][CH2:11][CH2:10][C:9]=2[CH:8]=[C:7]2[C:3]=1[CH2:4][CH:5]([CH3:15])[C:6]2=[O:14].[CH3:16][C:17]1[CH:22]=[CH:21][C:20]([CH3:23])=[CH:19][C:18]=1B(O)O.[OH-].[K+].C1(P(C2C=CC=CC=2)C2C=CC=CC=2)C=CC=CC=1. (10) Given the product [N:1]1([C:5]([C:7]2[N:8]=[CH:9][C:10]([O:14][C:15]3[CH:16]=[C:17]([CH:22]=[C:23]([O:25][C@@H:26]([CH3:30])[CH2:27][O:28][CH3:29])[CH:24]=3)[C:18]([OH:20])=[O:19])=[CH:11][CH:12]=2)=[O:6])[CH2:4][CH2:3][CH2:2]1, predict the reactants needed to synthesize it. The reactants are: [N:1]1([C:5]([C:7]2[CH:12]=[CH:11][C:10](Br)=[CH:9][N:8]=2)=[O:6])[CH2:4][CH2:3][CH2:2]1.[OH:14][C:15]1[CH:16]=[C:17]([CH:22]=[C:23]([O:25][C@@H:26]([CH3:30])[CH2:27][O:28][CH3:29])[CH:24]=1)[C:18]([O:20]C)=[O:19].